Dataset: Forward reaction prediction with 1.9M reactions from USPTO patents (1976-2016). Task: Predict the product of the given reaction. (1) Given the reactants Br[CH:2]([C:6]12[CH2:15][CH:10]3[CH2:11][CH:12]([CH2:14][C:8]([OH:16])([CH2:9]3)[CH2:7]1)[CH2:13]2)[C:3]([OH:5])=[O:4].[OH-].[NH4+:18], predict the reaction product. The product is: [NH2:18][CH:2]([C:6]12[CH2:15][CH:10]3[CH2:11][CH:12]([CH2:14][C:8]([OH:16])([CH2:9]3)[CH2:7]1)[CH2:13]2)[C:3]([OH:5])=[O:4]. (2) Given the reactants C(O[BH-](OC(=O)C)OC(=O)C)(=O)C.[Na+].[C:15]([O:19][C:20]([N:22]1[CH2:27][CH2:26][CH:25]([NH:28][CH2:29][CH2:30][CH:31]([CH3:33])[CH3:32])[CH2:24][CH2:23]1)=[O:21])([CH3:18])([CH3:17])[CH3:16].[O:34]1[C:38]2[CH:39]=[CH:40][CH:41]=[CH:42][C:37]=2[CH:36]=[C:35]1[CH:43]=O.C([O-])(O)=O.[Na+], predict the reaction product. The product is: [C:15]([O:19][C:20]([N:22]1[CH2:23][CH2:24][CH:25]([N:28]([CH2:43][C:35]2[O:34][C:38]3[CH:39]=[CH:40][CH:41]=[CH:42][C:37]=3[CH:36]=2)[CH2:29][CH2:30][CH:31]([CH3:33])[CH3:32])[CH2:26][CH2:27]1)=[O:21])([CH3:18])([CH3:17])[CH3:16]. (3) The product is: [CH:1]1([NH:4][CH2:5][C@@H:7]2[NH:8][CH2:9][C@H:10]([OH:12])[CH2:11]2)[CH2:2][CH2:3]1. Given the reactants [CH:1]1([NH:4][C:5]([C@H:7]2[CH2:11][C@@H:10]([OH:12])[CH2:9][NH:8]2)=O)[CH2:3][CH2:2]1.[H-].[H-].[H-].[H-].[Li+].[Al+3], predict the reaction product. (4) Given the reactants [Cl:1][C:2]1[CH:9]=[CH:8][CH:7]=[C:6]([C:10]([F:13])([F:12])[F:11])[C:3]=1[CH:4]=O.[CH3:14][O:15][C:16](=[O:25])[C:17]1[CH:22]=[CH:21][C:20]([NH2:23])=[C:19]([NH2:24])[CH:18]=1.C(S([O-])(=O)=O)(F)(F)F.C(S([O-])(=O)=O)(F)(F)F.C(S([O-])(=O)=O)(F)(F)F.[Yb+3], predict the reaction product. The product is: [CH3:14][O:15][C:16]([C:17]1[CH:22]=[CH:21][C:20]2[N:23]=[C:4]([C:3]3[C:6]([C:10]([F:13])([F:12])[F:11])=[CH:7][CH:8]=[CH:9][C:2]=3[Cl:1])[NH:24][C:19]=2[CH:18]=1)=[O:25]. (5) Given the reactants [Br:1][C:2]1[CH:3]=[CH:4][C:5](F)=[N:6][CH:7]=1.C([O-])([O-])=O.[K+].[K+].[N:15]1([C:21]([O:23][C:24]([CH3:27])([CH3:26])[CH3:25])=[O:22])[CH2:20][CH2:19][NH:18][CH2:17][CH2:16]1, predict the reaction product. The product is: [Br:1][C:2]1[CH:3]=[CH:4][C:5]([N:18]2[CH2:17][CH2:16][N:15]([C:21]([O:23][C:24]([CH3:27])([CH3:26])[CH3:25])=[O:22])[CH2:20][CH2:19]2)=[N:6][CH:7]=1.